Dataset: Peptide-MHC class I binding affinity with 185,985 pairs from IEDB/IMGT. Task: Regression. Given a peptide amino acid sequence and an MHC pseudo amino acid sequence, predict their binding affinity value. This is MHC class I binding data. (1) The peptide sequence is QLNDYEQLL. The MHC is HLA-A02:06 with pseudo-sequence HLA-A02:06. The binding affinity (normalized) is 0.325. (2) The peptide sequence is VLFQNWGIEH. The MHC is HLA-A31:01 with pseudo-sequence HLA-A31:01. The binding affinity (normalized) is 0.105.